From a dataset of Catalyst prediction with 721,799 reactions and 888 catalyst types from USPTO. Predict which catalyst facilitates the given reaction. (1) Reactant: [CH3:1][O:2][C:3]1[N:8]=[CH:7][C:6]([NH:9][C:10](=[O:15])[C:11]([CH3:14])([CH3:13])[CH3:12])=[CH:5][CH:4]=1.[Li]C(C)(C)C.[I:21]I. Product: [I:21][C:5]1[CH:4]=[C:3]([O:2][CH3:1])[N:8]=[CH:7][C:6]=1[NH:9][C:10](=[O:15])[C:11]([CH3:12])([CH3:14])[CH3:13]. The catalyst class is: 1. (2) Reactant: [CH3:1][O:2][C:3]1[CH:4]=[C:5]2[C:9](=[CH:10][CH:11]=1)[NH:8][CH:7]=[C:6]2[CH:12]=[CH:13][N+:14]([O-])=O.[H-].[Al+3].[Li+].[H-].[H-].[H-].O. Product: [CH3:1][O:2][C:3]1[CH:4]=[C:5]2[C:9](=[CH:10][CH:11]=1)[NH:8][CH:7]=[C:6]2[CH2:12][CH2:13][NH2:14]. The catalyst class is: 7.